This data is from Ames mutagenicity test results for genotoxicity prediction. The task is: Regression/Classification. Given a drug SMILES string, predict its toxicity properties. Task type varies by dataset: regression for continuous values (e.g., LD50, hERG inhibition percentage) or binary classification for toxic/non-toxic outcomes (e.g., AMES mutagenicity, cardiotoxicity, hepatotoxicity). Dataset: ames. (1) The compound is CC1(c2ccc([N+](=O)[O-])cc2)CO1. The result is 1 (mutagenic). (2) The drug is Nc1cnn(-c2ccccc2)c(=O)c1Cl. The result is 0 (non-mutagenic). (3) The compound is CC1(C)C2CCC3(CO3)C1C2. The result is 0 (non-mutagenic). (4) The compound is O=C1CCC(=O)N1O. The result is 0 (non-mutagenic). (5) The molecule is Nc1ccn([C@@H]2CC[C@H](CO)O2)c(=O)n1. The result is 1 (mutagenic). (6) The drug is Cc1cc(Cl)ccc1OCC(=O)O. The result is 0 (non-mutagenic). (7) The molecule is N=NCO. The result is 1 (mutagenic).